Dataset: Full USPTO retrosynthesis dataset with 1.9M reactions from patents (1976-2016). Task: Predict the reactants needed to synthesize the given product. (1) Given the product [CH3:1][O:2][C:3]([C:5]1[N:6]([C:16]([O:15][C:11]([CH3:14])([CH3:13])[CH3:12])=[O:17])[CH:7]=[C:8]([Br:10])[CH:9]=1)=[O:4], predict the reactants needed to synthesize it. The reactants are: [CH3:1][O:2][C:3]([C:5]1[NH:6][CH:7]=[C:8]([Br:10])[CH:9]=1)=[O:4].[C:11]([O:15][C:16](O[C:16]([O:15][C:11]([CH3:14])([CH3:13])[CH3:12])=[O:17])=[O:17])([CH3:14])([CH3:13])[CH3:12]. (2) The reactants are: [F:1][C:2]1[C:7]([C:8]2[CH:9]=[C:10]([CH2:24][N:25](C)[C:26](=O)OC(C)(C)C)[S:11][C:12]=2[S:13]([C:16]2[CH:21]=[CH:20][CH:19]=[C:18]([O:22][CH3:23])[CH:17]=2)(=[O:15])=[O:14])=[CH:6][CH:5]=[CH:4][N:3]=1.C(OCC)(=O)C.[ClH:40]. Given the product [ClH:40].[F:1][C:2]1[C:7]([C:8]2[CH:9]=[C:10]([CH2:24][NH:25][CH3:26])[S:11][C:12]=2[S:13]([C:16]2[CH:21]=[CH:20][CH:19]=[C:18]([O:22][CH3:23])[CH:17]=2)(=[O:14])=[O:15])=[CH:6][CH:5]=[CH:4][N:3]=1, predict the reactants needed to synthesize it.